Task: Regression. Given two drug SMILES strings and cell line genomic features, predict the synergy score measuring deviation from expected non-interaction effect.. Dataset: NCI-60 drug combinations with 297,098 pairs across 59 cell lines Drug 1: C1=CC=C(C(=C1)C(C2=CC=C(C=C2)Cl)C(Cl)Cl)Cl. Drug 2: CN(CC1=CN=C2C(=N1)C(=NC(=N2)N)N)C3=CC=C(C=C3)C(=O)NC(CCC(=O)O)C(=O)O. Cell line: SNB-75. Synergy scores: CSS=3.41, Synergy_ZIP=-4.05, Synergy_Bliss=-0.496, Synergy_Loewe=-23.1, Synergy_HSA=-2.73.